Dataset: Full USPTO retrosynthesis dataset with 1.9M reactions from patents (1976-2016). Task: Predict the reactants needed to synthesize the given product. (1) Given the product [N+:1]([C:4]1[CH:10]=[CH:9][C:7]([NH:8][C:11](=[O:17])[CH2:12][CH2:13][C:14]([OH:16])=[O:15])=[CH:6][CH:5]=1)([O-:3])=[O:2], predict the reactants needed to synthesize it. The reactants are: [N+:1]([C:4]1[CH:10]=[CH:9][C:7]([NH2:8])=[CH:6][CH:5]=1)([O-:3])=[O:2].[C:11]1(=[O:17])[O:16][C:14](=[O:15])[CH2:13][CH2:12]1. (2) Given the product [CH3:22][O:23][C:24](=[O:32])[C:25]1[CH:30]=[CH:29][N:28]=[C:27]([NH:31][C:17](=[O:19])[CH2:16][O:15][C:14]2[CH:20]=[CH:21][C:11]([C:1]34[CH2:8][CH:7]5[CH2:6][CH:5]([CH2:4][CH:3]([CH2:9]5)[CH2:2]3)[CH2:10]4)=[CH:12][CH:13]=2)[CH:26]=1, predict the reactants needed to synthesize it. The reactants are: [C:1]12([C:11]3[CH:21]=[CH:20][C:14]([O:15][CH2:16][C:17]([OH:19])=O)=[CH:13][CH:12]=3)[CH2:10][CH:5]3[CH2:6][CH:7]([CH2:9][CH:3]([CH2:4]3)[CH2:2]1)[CH2:8]2.[CH3:22][O:23][C:24](=[O:32])[C:25]1[CH:30]=[CH:29][N:28]=[C:27]([NH2:31])[CH:26]=1.C1CN([P+](ON2N=NC3C=CC=CC2=3)(N2CCCC2)N2CCCC2)CC1.F[P-](F)(F)(F)(F)F. (3) Given the product [F:19][C:14]1[CH:13]=[C:12]([C:4]2[C:3]([CH3:20])=[C:2]([N:35]3[C:29]4[C:30](=[N:31][CH:32]=[C:27]([N:24]5[CH2:25][CH2:26][O:21][CH2:22][CH2:23]5)[CH:28]=4)[C:33]4([CH2:40][CH2:39][O:38][CH2:37][CH2:36]4)[CH2:34]3)[C:11]3[C:6](=[N:7][CH:8]=[CH:9][CH:10]=3)[N:5]=2)[CH:17]=[C:16]([F:18])[CH:15]=1, predict the reactants needed to synthesize it. The reactants are: Cl[C:2]1[C:11]2[C:6](=[N:7][CH:8]=[CH:9][CH:10]=2)[N:5]=[C:4]([C:12]2[CH:17]=[C:16]([F:18])[CH:15]=[C:14]([F:19])[CH:13]=2)[C:3]=1[CH3:20].[O:21]1[CH2:26][CH2:25][N:24]([C:27]2[CH:28]=[C:29]3[NH:35][CH2:34][C:33]4([CH2:40][CH2:39][O:38][CH2:37][CH2:36]4)[C:30]3=[N:31][CH:32]=2)[CH2:23][CH2:22]1.CC(C)([O-])C.[Na+]. (4) Given the product [C:14]([O:18][C:19]([N:21]1[CH2:22][CH2:23][CH:24]([N:27]2[C:31]3=[N:32][CH:33]=[N:34][C:35]([O:13][C:10]4[CH:11]=[CH:12][C:7]([C:4]5[N:3]=[C:2]([CH3:1])[O:6][N:5]=5)=[CH:8][CH:9]=4)=[C:30]3[CH:29]=[N:28]2)[CH2:25][CH2:26]1)=[O:20])([CH3:17])([CH3:15])[CH3:16], predict the reactants needed to synthesize it. The reactants are: [CH3:1][C:2]1[O:6][N:5]=[C:4]([C:7]2[CH:12]=[CH:11][C:10]([OH:13])=[CH:9][CH:8]=2)[N:3]=1.[C:14]([O:18][C:19]([N:21]1[CH2:26][CH2:25][CH:24]([N:27]2[C:31]3=[N:32][CH:33]=[N:34][C:35](Cl)=[C:30]3[CH:29]=[N:28]2)[CH2:23][CH2:22]1)=[O:20])([CH3:17])([CH3:16])[CH3:15].C(=O)([O-])[O-].[K+].[K+].C(=O)([O-])[O-].[Na+].[Na+]. (5) Given the product [CH2:12]([O:18][C:49]1[CH:51]=[CH:52][C:44]([CH:43]=[O:42])=[CH:45][C:46]=1[O:47][CH3:48])[CH2:13][CH2:14][CH2:15][C:16]#[CH:17], predict the reactants needed to synthesize it. The reactants are: CC1C=CC(S(Cl)(=O)=O)=CC=1.[CH2:12]([OH:18])[CH2:13][CH2:14][CH2:15][C:16]#[CH:17].N1C=CC=CC=1.CC1C=CC(S(OCCCCC#C)(=O)=O)=CC=1.[O:42]=[CH:43][C:44]1[CH:52]=[CH:51][C:49](O)=[C:46]([O:47][CH3:48])[CH:45]=1. (6) Given the product [CH3:1][S:2]([N:5]1[CH2:6][CH:7]=[C:8]([C:11]2[CH:16]=[CH:15][C:14]([O:17][CH2:18][CH:19]3[CH2:24][CH2:23][N:22]([CH2:26][C:28]([CH3:29])([OH:27])[CH3:30])[CH2:21][CH2:20]3)=[CH:13][N:12]=2)[CH2:9][CH2:10]1)(=[O:3])=[O:4], predict the reactants needed to synthesize it. The reactants are: [CH3:1][S:2]([N:5]1[CH2:10][CH:9]=[C:8]([C:11]2[CH:16]=[CH:15][C:14]([O:17][CH2:18][CH:19]3[CH2:24][CH2:23][NH:22][CH2:21][CH2:20]3)=[CH:13][N:12]=2)[CH2:7][CH2:6]1)(=[O:4])=[O:3].C[CH:26]1[CH:28]([CH3:29])[O:27]1.[CH3:30]O.